Dataset: Reaction yield outcomes from USPTO patents with 853,638 reactions. Task: Predict the reaction yield, written as a fraction of the theoretical maximum amount of product (1.0 means a 100% yield; for example, 0.34 means a 34% yield). (1) The reactants are [C:1]1([C:7]2[NH:11][CH:10]=[C:9]([C:12]([O:14][CH2:15][CH3:16])=[O:13])[CH:8]=2)[CH:6]=[CH:5][CH:4]=[CH:3][CH:2]=1.[H-].[Na+].C1OCCOCCOCCOCCOC1.Cl[C:35]1[N:40]=[N:39][C:38]([S:41](F)(=[O:43])=[O:42])=[CH:37][CH:36]=1.NN.C(=O)([O-])O.[Na+]. The catalyst is O1CCCC1. The product is [N:40]1[CH:35]=[CH:36][CH:37]=[C:38]([S:41]([N:11]2[C:7]([C:1]3[CH:2]=[CH:3][CH:4]=[CH:5][CH:6]=3)=[CH:8][C:9]([C:12]([O:14][CH2:15][CH3:16])=[O:13])=[CH:10]2)(=[O:43])=[O:42])[N:39]=1. The yield is 0.240. (2) The reactants are [F:1][C:2]1[CH:7]=[CH:6][C:5]([C:8]([C:17]2[CH:22]=[C:21]([C:23]([F:26])([F:25])[F:24])[CH:20]=[C:19]([F:27])[CH:18]=2)([NH2:16])[CH2:9][C:10]2[CH:15]=[CH:14][CH:13]=[CH:12][CH:11]=2)=[CH:4][C:3]=1[C:28]([F:31])([F:30])[F:29].[CH:32]1([N:37]=[C:38]=[O:39])[CH2:36][CH2:35][CH2:34][CH2:33]1. The catalyst is O1CCOCC1. The product is [CH:32]1([NH:37][C:38]([NH:16][C:8]([C:5]2[CH:6]=[CH:7][C:2]([F:1])=[C:3]([C:28]([F:31])([F:29])[F:30])[CH:4]=2)([C:17]2[CH:22]=[C:21]([C:23]([F:24])([F:25])[F:26])[CH:20]=[C:19]([F:27])[CH:18]=2)[CH2:9][C:10]2[CH:15]=[CH:14][CH:13]=[CH:12][CH:11]=2)=[O:39])[CH2:36][CH2:35][CH2:34][CH2:33]1. The yield is 0.670. (3) The reactants are [CH2:1]1[C:4]2([CH2:7][NH:6][CH2:5]2)[CH2:3][N:2]1[C:8]1([C:20]2[CH:25]=[C:24]([O:26][CH3:27])[CH:23]=[CH:22][C:21]=2[O:28][CH2:29][CH3:30])[C:16]2[C:11](=[CH:12][CH:13]=[C:14]([C:17]#[N:18])[CH:15]=2)[NH:10][C:9]1=[O:19].[CH3:31][N:32]1[CH2:37][CH2:36][C:35](=O)[CH2:34][CH2:33]1.C(O)(=O)C.[BH3-]C#N.[Na+].C([O-])([O-])=O.[K+].[K+]. The catalyst is CO.C(OCC)(=O)C.CC(OC)(C)C. The product is [CH2:29]([O:28][C:21]1[CH:22]=[CH:23][C:24]([O:26][CH3:27])=[CH:25][C:20]=1[C:8]1([N:2]2[CH2:3][C:4]3([CH2:5][N:6]([CH:35]4[CH2:36][CH2:37][N:32]([CH3:31])[CH2:33][CH2:34]4)[CH2:7]3)[CH2:1]2)[C:16]2[C:11](=[CH:12][CH:13]=[C:14]([C:17]#[N:18])[CH:15]=2)[NH:10][C:9]1=[O:19])[CH3:30]. The yield is 0.910. (4) The reactants are C([N:8]1[CH2:13][CH2:12][N:11]([CH2:14][C:15]([NH:17][CH3:18])=[O:16])[CH2:10][CH2:9]1)C1C=CC=CC=1. The catalyst is [Pd].CCO. The product is [CH3:18][NH:17][C:15](=[O:16])[CH2:14][N:11]1[CH2:10][CH2:9][NH:8][CH2:13][CH2:12]1. The yield is 0.989. (5) The reactants are C1(P(C2C=CC=CC=2)C2C=CC=CC=2)C=CC=CC=1.[N:20]([CH:23]1[C:29](=[O:30])[NH:28][C:27]2[CH:31]=[C:32]([O:35][CH2:36][C:37]3[CH:42]=[CH:41][CH:40]=[CH:39][CH:38]=3)[CH:33]=[CH:34][C:26]=2[CH2:25][CH2:24]1)=[N+]=[N-]. The catalyst is C1COCC1.O.Cl. The product is [NH2:20][CH:23]1[C:29](=[O:30])[NH:28][C:27]2[CH:31]=[C:32]([O:35][CH2:36][C:37]3[CH:42]=[CH:41][CH:40]=[CH:39][CH:38]=3)[CH:33]=[CH:34][C:26]=2[CH2:25][CH2:24]1. The yield is 0.930. (6) The reactants are [N:1]1[CH:6]=[CH:5][CH:4]=[C:3]([CH2:7][O:8][C:9]([NH:11][C:12]2[S:13][CH:14]=[C:15]([CH2:17][C:18]([OH:20])=O)[N:16]=2)=[O:10])[CH:2]=1.CCN(C(C)C)C(C)C.CCN=C=NCCCN(C)C.C1C=CC2N(O)N=NC=2C=1.[NH:51]1[CH2:56][CH2:55][O:54][CH2:53][CH2:52]1. The catalyst is C1COCC1. The product is [N:1]1[CH:6]=[CH:5][CH:4]=[C:3]([CH2:7][O:8][C:9](=[O:10])[NH:11][C:12]2[S:13][CH:14]=[C:15]([CH2:17][C:18]([N:51]3[CH2:56][CH2:55][O:54][CH2:53][CH2:52]3)=[O:20])[N:16]=2)[CH:2]=1. The yield is 0.350.